This data is from Forward reaction prediction with 1.9M reactions from USPTO patents (1976-2016). The task is: Predict the product of the given reaction. Given the reactants BrCCBr.Br[CH2:6][CH2:7][CH:8]([O:11][CH3:12])[O:9][CH3:10].CN(OC)[C:15]([C@@H:17]1[O:22][CH2:21][CH2:20][N:19]([C:23]([O:25][C:26]([CH3:29])([CH3:28])[CH3:27])=[O:24])[CH2:18]1)=[O:16], predict the reaction product. The product is: [CH3:10][O:9][CH:8]([O:11][CH3:12])[CH2:7][CH2:6][C:15]([C@@H:17]1[O:22][CH2:21][CH2:20][N:19]([C:23]([O:25][C:26]([CH3:29])([CH3:28])[CH3:27])=[O:24])[CH2:18]1)=[O:16].